This data is from Forward reaction prediction with 1.9M reactions from USPTO patents (1976-2016). The task is: Predict the product of the given reaction. (1) Given the reactants O[CH2:2][C:3]1[CH:12]=[N:11][C:10]2[N:9]3[CH2:13][CH2:14][S:15][CH2:16][C@H:8]3[C:7](=[O:17])[NH:6][C:5]=2[CH:4]=1.[I-].C(C[P+](C)(C)C)#N.Cl.[Cl:27][C:28]1[CH:29]=[C:30]([CH:36]=[CH:37][C:38]=1[N:39]1[CH2:44][CH2:43][NH:42][CH2:41][CH2:40]1)[C:31]([NH:33][CH2:34][CH3:35])=[O:32].CCN(C(C)C)C(C)C, predict the reaction product. The product is: [Cl:27][C:28]1[CH:29]=[C:30]([CH:36]=[CH:37][C:38]=1[N:39]1[CH2:40][CH2:41][N:42]([CH2:2][C:3]2[CH:12]=[N:11][C:10]3[N:9]4[CH2:13][CH2:14][S:15][CH2:16][C@H:8]4[C:7](=[O:17])[NH:6][C:5]=3[CH:4]=2)[CH2:43][CH2:44]1)[C:31]([NH:33][CH2:34][CH3:35])=[O:32]. (2) Given the reactants C(O[C:4]([C:6]1[C:7](=[O:24])[N:8]([CH2:18][CH2:19][C:20]([CH3:23])([CH3:22])[CH3:21])[N:9]=[C:10]([C:13]2[S:14][CH:15]=[CH:16][CH:17]=2)[C:11]=1[OH:12])=O)C.[NH2:25][C:26]1[CH:31]=[CH:30][C:29]([N+:32]([O-:34])=[O:33])=[CH:28][C:27]=1[S:35]([NH2:38])(=[O:37])=[O:36].C1CCN2C(=NCCC2)CC1, predict the reaction product. The product is: [CH3:23][C:20]([CH3:21])([CH3:22])[CH2:19][CH2:18][N:8]1[C:7](=[O:24])[C:6]([C:4]2[NH:25][C:26]3[CH:31]=[CH:30][C:29]([N+:32]([O-:34])=[O:33])=[CH:28][C:27]=3[S:35](=[O:37])(=[O:36])[N:38]=2)=[C:11]([OH:12])[C:10]([C:13]2[S:14][CH:15]=[CH:16][CH:17]=2)=[N:9]1. (3) Given the reactants [Cl:1][C:2]1[CH:10]=[CH:9][C:8]2[N:7](S(C3C=CC(C)=CC=3)(=O)=O)[C:6]3[C:21]([C:29]([F:32])([F:31])[F:30])([O:24][Si](C)(C)C)[CH2:22][CH2:23][C:5]=3[C:4]=2[C:3]=1[Cl:33].[OH-].[K+], predict the reaction product. The product is: [Cl:1][C:2]1[CH:10]=[CH:9][C:8]2[NH:7][C:6]3[C:21]([C:29]([F:31])([F:30])[F:32])([OH:24])[CH2:22][CH2:23][C:5]=3[C:4]=2[C:3]=1[Cl:33]. (4) Given the reactants [Cl:1][C:2]1[N:7]=[C:6](Cl)[CH:5]=[CH:4][N:3]=1.C(=O)([O-])[O-].[Cs+].[Cs+].[CH3:15][CH:16]([OH:18])[CH3:17], predict the reaction product. The product is: [Cl:1][C:2]1[N:7]=[C:6]([O:18][CH:16]([CH3:17])[CH3:15])[CH:5]=[CH:4][N:3]=1. (5) Given the reactants [Cl:1][C:2]1[CH:7]=[CH:6][N:5]=[C:4]([CH2:8][NH:9][C:10]2[O:11][C:12]3[C:18]([O:19][CH3:20])=[CH:17][C:16]([C:21]([OH:23])=O)=[CH:15][C:13]=3[N:14]=2)[CH:3]=1.[CH3:24][C:25]([OH:35])([CH3:34])[CH2:26][CH:27]1[CH2:32][O:31][CH:30]([CH3:33])[CH2:29][NH:28]1.C(N(CC)C(C)C)(C)C.CN(C(ON1N=NC2C=CC=NC1=2)=[N+](C)C)C.F[P-](F)(F)(F)(F)F, predict the reaction product. The product is: [Cl:1][C:2]1[CH:7]=[CH:6][N:5]=[C:4]([CH2:8][NH:9][C:10]2[O:11][C:12]3[C:18]([O:19][CH3:20])=[CH:17][C:16]([C:21]([N:28]4[CH:27]([CH2:26][C:25]([OH:35])([CH3:24])[CH3:34])[CH2:32][O:31][CH:30]([CH3:33])[CH2:29]4)=[O:23])=[CH:15][C:13]=3[N:14]=2)[CH:3]=1. (6) Given the reactants Cl[CH2:2][C:3]1[CH:21]=[CH:20][C:6]([O:7][CH2:8][C:9]2[N:10]=[C:11]([C:15]3[O:16][CH:17]=[CH:18][CH:19]=3)[O:12][C:13]=2[CH3:14])=[C:5]([O:22][CH3:23])[CH:4]=1.[C:24]1([N:30]2[CH:34]=[C:33]([CH2:35][CH2:36][C:37]3[N:38]=[CH:39][S:40][CH:41]=3)[C:32]([OH:42])=[N:31]2)[CH:29]=[CH:28][CH:27]=[CH:26][CH:25]=1.CN(C)C=O.[H-].[Na+], predict the reaction product. The product is: [O:16]1[CH:17]=[CH:18][CH:19]=[C:15]1[C:11]1[O:12][C:13]([CH3:14])=[C:9]([CH2:8][O:7][C:6]2[CH:20]=[CH:21][C:3]([CH2:2][O:42][C:32]3[C:33]([CH2:35][CH2:36][C:37]4[N:38]=[CH:39][S:40][CH:41]=4)=[CH:34][N:30]([C:24]4[CH:29]=[CH:28][CH:27]=[CH:26][CH:25]=4)[N:31]=3)=[CH:4][C:5]=2[O:22][CH3:23])[N:10]=1. (7) Given the reactants [C:1]12([C:11](=[O:13])[CH3:12])[CH2:10][CH:5]3[CH2:6][CH:7]([CH2:9][CH:3]([CH2:4]3)[CH2:2]1)[CH2:8]2.[C]=O.O=O.[C:18]([OH:21])(=[O:20])C, predict the reaction product. The product is: [C:18]([C:3]12[CH2:4][CH:5]3[CH2:6][CH:7]([CH2:8][C:1]([C:11](=[O:13])[CH3:12])([CH2:10]3)[CH2:2]1)[CH2:9]2)([OH:21])=[O:20]. (8) Given the reactants Cl[CH2:2][CH2:3][O:4][C:5](=[O:12])[NH:6][C:7]([CH3:11])([C:9]#[CH:10])[CH3:8].[H-].[Na+], predict the reaction product. The product is: [CH3:8][C:7]([N:6]1[CH2:2][CH2:3][O:4][C:5]1=[O:12])([C:9]#[CH:10])[CH3:11]. (9) Given the reactants C([O:3][C:4]([CH2:6][CH2:7][C:8]1[CH:13]=[CH:12][C:11]([CH:14]2[CH2:19][CH2:18][N:17]([C:20]([O:22][C:23]([CH3:26])([CH3:25])[CH3:24])=[O:21])[CH2:16][CH:15]2[O:27][CH2:28][C:29]2[CH:38]=[CH:37][C:36]3[C:31](=[CH:32][CH:33]=[CH:34][CH:35]=3)[CH:30]=2)=[CH:10][CH:9]=1)=O)C.[BH4-].[Li+], predict the reaction product. The product is: [OH:3][CH2:4][CH2:6][CH2:7][C:8]1[CH:9]=[CH:10][C:11]([CH:14]2[CH2:19][CH2:18][N:17]([C:20]([O:22][C:23]([CH3:24])([CH3:25])[CH3:26])=[O:21])[CH2:16][CH:15]2[O:27][CH2:28][C:29]2[CH:38]=[CH:37][C:36]3[C:31](=[CH:32][CH:33]=[CH:34][CH:35]=3)[CH:30]=2)=[CH:12][CH:13]=1.